This data is from Peptide-MHC class I binding affinity with 185,985 pairs from IEDB/IMGT. The task is: Regression. Given a peptide amino acid sequence and an MHC pseudo amino acid sequence, predict their binding affinity value. This is MHC class I binding data. (1) The peptide sequence is YVQMALMKL. The MHC is HLA-B53:01 with pseudo-sequence HLA-B53:01. The binding affinity (normalized) is 0.0978. (2) The peptide sequence is RQHGFTPSK. The MHC is HLA-B15:09 with pseudo-sequence HLA-B15:09. The binding affinity (normalized) is 0.0847. (3) The peptide sequence is ATEETFKLSY. The MHC is HLA-A26:01 with pseudo-sequence HLA-A26:01. The binding affinity (normalized) is 0.134.